Task: Predict the reaction yield, written as a fraction of the theoretical maximum amount of product (1.0 means a 100% yield; for example, 0.34 means a 34% yield).. Dataset: Reaction yield outcomes from USPTO patents with 853,638 reactions The reactants are C([O:3][CH:4](OCC)[CH2:5][S:6][C:7]1[CH:12]=[CH:11][CH:10]=[C:9]([O:13][CH3:14])[CH:8]=1)C.C(O)(=O)C. The catalyst is O. The product is [CH3:14][O:13][C:9]1[CH:8]=[C:7]([S:6][CH2:5][CH:4]=[O:3])[CH:12]=[CH:11][CH:10]=1. The yield is 0.920.